This data is from Full USPTO retrosynthesis dataset with 1.9M reactions from patents (1976-2016). The task is: Predict the reactants needed to synthesize the given product. (1) Given the product [F:14][C:13]([F:16])([F:15])[C:11]1[CH:12]=[C:3]([C:2]([F:1])([F:18])[F:19])[C:4]2[CH:5]=[CH:6][C:7]3[N:8]([CH:21]=[C:22]([C:23]([O:25][CH2:26][CH3:27])=[O:24])[N:17]=3)[C:9]=2[N:10]=1, predict the reactants needed to synthesize it. The reactants are: [F:1][C:2]([F:19])([F:18])[C:3]1[CH:12]=[C:11]([C:13]([F:16])([F:15])[F:14])[N:10]=[C:9]2[C:4]=1[CH:5]=[CH:6][C:7]([NH2:17])=[N:8]2.Br[CH2:21][C:22](=O)[C:23]([O:25][CH2:26][CH3:27])=[O:24]. (2) Given the product [F:32][C:2]1([F:1])[CH2:5][CH:4]([C:6]2[O:10][N:9]=[C:8]([C:11]3[CH:12]=[CH:13][C:14]([CH3:31])=[C:15]([NH:17][C:18]([C:20]4[N:24]5[CH:25]=[C:26]([CH2:29][O:30][CH2:55][CH2:54][F:53])[CH:27]=[CH:28][C:23]5=[N:22][CH:21]=4)=[O:19])[CH:16]=3)[N:7]=2)[CH2:3]1, predict the reactants needed to synthesize it. The reactants are: [F:1][C:2]1([F:32])[CH2:5][CH:4]([C:6]2[O:10][N:9]=[C:8]([C:11]3[CH:12]=[CH:13][C:14]([CH3:31])=[C:15]([NH:17][C:18]([C:20]4[N:24]5[CH:25]=[C:26]([CH2:29][OH:30])[CH:27]=[CH:28][C:23]5=[N:22][CH:21]=4)=[O:19])[CH:16]=3)[N:7]=2)[CH2:3]1.CCN(C(C)C)C(C)C.CS(Cl)(=O)=O.C([O-])([O-])=O.[K+].[K+].[F:53][CH2:54][CH2:55]O.